Dataset: Reaction yield outcomes from USPTO patents with 853,638 reactions. Task: Predict the reaction yield, written as a fraction of the theoretical maximum amount of product (1.0 means a 100% yield; for example, 0.34 means a 34% yield). (1) The yield is 0.460. The catalyst is CN(C)C=O.C(OCC)(=O)C. The reactants are [C:1]([NH:4][C:5]1[CH:10]=[C:9]([CH2:11][O:12][C:13]2[CH:21]=[CH:20][CH:19]=[CH:18][C:14]=2[C:15]([OH:17])=O)[CH:8]=[CH:7][N:6]=1)(=[O:3])[CH3:2].[C:22]1([NH:28][C:29](=[O:32])[NH:30][NH2:31])[CH:27]=[CH:26][CH:25]=[CH:24][CH:23]=1.C(N(C(C)C)CC)(C)C.CN(C(ON1N=NC2C=CC(=CC1=2)Cl)=[N+](C)C)C.F[P-](F)(F)(F)(F)F.[OH-].[Na+]. The product is [C:1]([NH:4][C:5]1[CH:10]=[C:9]([CH2:11][O:12][C:13]2[CH:21]=[CH:20][CH:19]=[CH:18][C:14]=2[C:15]([NH:31][NH:30][C:29]([NH:28][C:22]2[CH:23]=[CH:24][CH:25]=[CH:26][CH:27]=2)=[O:32])=[O:17])[CH:8]=[CH:7][N:6]=1)(=[O:3])[CH3:2]. (2) The reactants are [CH:1]([C:3]1[N:8]=[C:7]2[N:9]([C@H:13]([C:15]3[CH:20]=[CH:19][CH:18]=[CH:17][CH:16]=3)[CH3:14])[C:10]([OH:12])=[N:11][C:6]2=[N:5][CH:4]=1)=[CH2:2]. The catalyst is [Pd].CO. The product is [C:15]1([C@@H:13]([N:9]2[C:7]3=[N:8][C:3]([CH2:1][CH3:2])=[CH:4][N:5]=[C:6]3[N:11]=[C:10]2[OH:12])[CH3:14])[CH:20]=[CH:19][CH:18]=[CH:17][CH:16]=1. The yield is 0.860. (3) The reactants are C[Al](C)C.[CH:5]1([CH2:8][NH:9][CH2:10][CH2:11][CH3:12])[CH2:7][CH2:6]1.C(O[C:16]([C:18]1[N:22]2[CH2:23][CH2:24][N:25]([C:26]3[C:31]([CH3:32])=[CH:30][C:29]([CH3:33])=[CH:28][C:27]=3[CH3:34])[C:21]2=[N:20][C:19]=1[CH3:35])=[O:17])C.[OH-].[Na+]. The catalyst is C1C=CC=CC=1. The product is [CH:5]1([CH2:8][N:9]([CH2:10][CH2:11][CH3:12])[C:16]([C:18]2[N:22]3[CH2:23][CH2:24][N:25]([C:26]4[C:27]([CH3:34])=[CH:28][C:29]([CH3:33])=[CH:30][C:31]=4[CH3:32])[C:21]3=[N:20][C:19]=2[CH3:35])=[O:17])[CH2:7][CH2:6]1. The yield is 1.00. (4) The product is [NH2:11][C:4]1[CH:5]=[C:6]([CH:9]=[CH:10][C:3]=1[NH:2][CH3:1])[C:7]#[N:8]. The reactants are [CH3:1][NH:2][C:3]1[CH:10]=[CH:9][C:6]([C:7]#[N:8])=[CH:5][C:4]=1[N+:11]([O-])=O.[H][H]. The yield is 0.930. The catalyst is CCOC(C)=O.[Pd].